This data is from Reaction yield outcomes from USPTO patents with 853,638 reactions. The task is: Predict the reaction yield, written as a fraction of the theoretical maximum amount of product (1.0 means a 100% yield; for example, 0.34 means a 34% yield). (1) The reactants are [CH3:1][NH:2][C:3]([C:5]1[CH:6]=[C:7]([O:11][C:12]2[CH:13]=[CH:14][C:15]([NH:18][C:19]([NH:21][C:22]3[CH:23]=[CH:24][C:25]([Cl:32])=[C:26]([C:28]([F:31])([F:30])[F:29])[CH:27]=3)=[O:20])=[CH:16][CH:17]=2)[CH:8]=[CH:9][N:10]=1)=[O:4].[C:33]1([CH3:43])[CH:38]=[CH:37][C:36]([S:39]([OH:42])(=[O:41])=[O:40])=[CH:35][CH:34]=1. The catalyst is O. The product is [CH3:43][C:33]1[CH:38]=[CH:37][C:36]([S:39]([OH:42])(=[O:41])=[O:40])=[CH:35][CH:34]=1.[CH3:1][NH:2][C:3]([C:5]1[CH:6]=[C:7]([O:11][C:12]2[CH:17]=[CH:16][C:15]([NH:18][C:19]([NH:21][C:22]3[CH:23]=[CH:24][C:25]([Cl:32])=[C:26]([C:28]([F:31])([F:29])[F:30])[CH:27]=3)=[O:20])=[CH:14][CH:13]=2)[CH:8]=[CH:9][N:10]=1)=[O:4]. The yield is 0.716. (2) The reactants are [C:1]([C:3]1[CH:8]=[CH:7][C:6]([N:9]2[C:13](=[O:14])[C:12]([CH3:16])([CH3:15])[N:11]([CH2:17][CH2:18][CH2:19][C:20](O)=[O:21])[C:10]2=[S:23])=[CH:5][C:4]=1[C:24]([F:27])([F:26])[F:25])#[N:2].C(Cl)CCl.C1C=CC2N(O)N=NC=2C=1.[CH2:42]([O:44][CH2:45][CH2:46][O:47][CH2:48][CH2:49][NH2:50])[CH3:43]. The catalyst is ClCCl. The product is [C:1]([C:3]1[CH:8]=[CH:7][C:6]([N:9]2[C:13](=[O:14])[C:12]([CH3:16])([CH3:15])[N:11]([CH2:17][CH2:18][CH2:19][C:20]([NH:50][CH2:49][CH2:48][O:47][CH2:46][CH2:45][O:44][CH2:42][CH3:43])=[O:21])[C:10]2=[S:23])=[CH:5][C:4]=1[C:24]([F:27])([F:26])[F:25])#[N:2]. The yield is 0.300.